This data is from Forward reaction prediction with 1.9M reactions from USPTO patents (1976-2016). The task is: Predict the product of the given reaction. (1) Given the reactants N1[C:5]([C:6]2[CH:11]=[CH:10][C:9]([Br:12])=[CH:8][N:7]=2)=[N:4][N:3]=N1.[C:13](OC(=O)C)(=[O:15])[CH3:14], predict the reaction product. The product is: [CH3:14][C:13]1[O:15][C:5]([C:6]2[CH:11]=[CH:10][C:9]([Br:12])=[CH:8][N:7]=2)=[N:4][N:3]=1. (2) Given the reactants [CH2:1]([NH:8][C:9]([C:11]1[CH:12]=[CH:13][C:14]([NH:17][NH:18][CH:19]=[C:20]([C:25]2[CH:30]=[CH:29][CH:28]=[CH:27][N:26]=2)[C:21](OC)=[O:22])=N[CH:16]=1)=[O:10])[C:2]1[CH:7]=[CH:6][CH:5]=[CH:4][CH:3]=1.[C:31](=O)([O-])[O-].[K+].[K+], predict the reaction product. The product is: [CH2:1]([NH:8][C:9](=[O:10])[C:11]1[CH:16]=[CH:31][C:14]([N:17]2[C:21]([OH:22])=[C:20]([C:25]3[CH:30]=[CH:29][CH:28]=[CH:27][N:26]=3)[CH:19]=[N:18]2)=[CH:13][CH:12]=1)[C:2]1[CH:3]=[CH:4][CH:5]=[CH:6][CH:7]=1. (3) The product is: [O:46]1[CH2:47][CH2:48][N:43]([C:49]2[C:19]3[CH2:20][CH2:21][O:16][CH2:17][C:18]=3[N:22]=[C:23]([C:24]3[CH:25]=[CH:26][C:27]([N+:30]([O-:32])=[O:31])=[CH:28][CH:29]=3)[N:50]=2)[CH2:44][CH2:45]1. Given the reactants FC(F)(F)S(OS(C(F)(F)F)(=O)=O)(=O)=O.[O:16]1[CH2:21][CH2:20][CH:19]=[C:18]([N:22](CC2C=CC(OC)=CC=2)[C:23](=O)[C:24]2[CH:29]=[CH:28][C:27]([N+:30]([O-:32])=[O:31])=[CH:26][CH:25]=2)[CH2:17]1.[N:43]1([C:49]#[N:50])[CH2:48][CH2:47][O:46][CH2:45][CH2:44]1.ClC1C=CC=CN=1, predict the reaction product. (4) The product is: [CH:21]1([C:24]2[NH:1][C:2]3[C:3]([C:4]([O:6][CH3:7])=[O:5])=[CH:8][C:9]([C:13]4[C:14]([CH3:19])=[N:15][O:16][C:17]=4[CH3:18])=[CH:10][C:11]=3[N:12]=2)[CH2:23][CH2:22]1. Given the reactants [NH2:1][C:2]1[C:11]([NH2:12])=[CH:10][C:9]([C:13]2[C:14]([CH3:19])=[N:15][O:16][C:17]=2[CH3:18])=[CH:8][C:3]=1[C:4]([O:6][CH3:7])=[O:5].Cl.[CH:21]1([C:24](=N)OCC)[CH2:23][CH2:22]1, predict the reaction product. (5) Given the reactants [CH3:1][C:2]([CH3:5])([O-])C.[K+].[Cl-].[S:8]1[CH:12]=[CH:11][CH:10]=[C:9]1[CH2:13][P+](C1C=CC=CC=1)(C1C=CC=CC=1)C1C=CC=CC=1.O.[CH3:34]N(C)C=O, predict the reaction product. The product is: [CH:5]1([CH:34]=[CH:13][C:9]2[S:8][CH:12]=[CH:11][CH:10]=2)[CH2:2][CH2:1]1. (6) Given the reactants [C:1]([N:8]([CH3:28])[CH:9]1[CH2:14][CH2:13][CH:12]([NH:15][CH2:16][C:17]2[CH:18]=[C:19](B(O)O)[CH:20]=[CH:21][C:22]=2[O:23][CH3:24])[CH2:11][CH2:10]1)([O:3][C:4]([CH3:7])([CH3:6])[CH3:5])=[O:2].FC(F)(F)S(O[C:35]1[CH:36]=[N:37][C:38]([CH3:41])=[CH:39][CH:40]=1)(=O)=O, predict the reaction product. The product is: [CH3:24][O:23][C:22]1[CH:21]=[CH:20][C:19]([C:35]2[CH:36]=[N:37][C:38]([CH3:41])=[CH:39][CH:40]=2)=[CH:18][C:17]=1[CH2:16][NH:15][CH:12]1[CH2:13][CH2:14][CH:9]([N:8]([CH3:28])[C:1](=[O:2])[O:3][C:4]([CH3:7])([CH3:6])[CH3:5])[CH2:10][CH2:11]1. (7) Given the reactants Br[C:2]1[CH:3]=[N:4][CH:5]=[C:6]([CH2:8][O:9][CH2:10][C:11]2([C:17]3[CH:22]=[CH:21][CH:20]=[CH:19][CH:18]=3)[CH2:16][CH2:15][NH:14][CH2:13][CH2:12]2)[CH:7]=1.[C:23]([C:25]1[CH:30]=[CH:29][C:28](B(O)O)=[CH:27][CH:26]=1)#[N:24].C(O)(C(F)(F)F)=O, predict the reaction product. The product is: [C:17]1([C:11]2([CH2:10][O:9][CH2:8][C:6]3[CH:7]=[C:2]([C:28]4[CH:29]=[CH:30][C:25]([C:23]#[N:24])=[CH:26][CH:27]=4)[CH:3]=[N:4][CH:5]=3)[CH2:16][CH2:15][NH:14][CH2:13][CH2:12]2)[CH:22]=[CH:21][CH:20]=[CH:19][CH:18]=1. (8) Given the reactants [F:1][C:2]1[CH:7]=[CH:6][C:5]([CH2:8][C:9]2[CH:18]=[C:17]3[C:12]([C:13]([OH:44])=[C:14]([C:37]([NH:39][CH2:40][CH2:41][O:42][CH3:43])=[O:38])[C:15](=[O:36])[N:16]3[CH2:19][CH:20]3[CH2:25][CH2:24][N:23](C(OCC4C=CC=CC=4)=O)[CH2:22][CH2:21]3)=[N:11][CH:10]=2)=[CH:4][CH:3]=1, predict the reaction product. The product is: [F:1][C:2]1[CH:7]=[CH:6][C:5]([CH2:8][C:9]2[CH:18]=[C:17]3[C:12]([C:13]([OH:44])=[C:14]([C:37]([NH:39][CH2:40][CH2:41][O:42][CH3:43])=[O:38])[C:15](=[O:36])[N:16]3[CH2:19][CH:20]3[CH2:25][CH2:24][NH:23][CH2:22][CH2:21]3)=[N:11][CH:10]=2)=[CH:4][CH:3]=1. (9) Given the reactants [CH3:1][C:2]1[CH:7]=[C:6]([O:8][CH2:9][C:10]2([CH3:16])[CH2:13][S:12](=[O:15])(=[O:14])[CH2:11]2)[CH:5]=[CH:4][C:3]=1[C:17]1[C:21]2[CH:22]=[C:23]([CH2:26][O:27][C:28]3[CH:33]=[CH:32][C:31]([C@@H:34]([C:41]#[C:42][CH3:43])[CH2:35][C:36]([O:38]CC)=[O:37])=[CH:30][CH:29]=3)[CH:24]=[CH:25][C:20]=2[S:19][CH:18]=1.[Li+].[OH-].Cl, predict the reaction product. The product is: [CH3:1][C:2]1[CH:7]=[C:6]([O:8][CH2:9][C:10]2([CH3:16])[CH2:11][S:12](=[O:15])(=[O:14])[CH2:13]2)[CH:5]=[CH:4][C:3]=1[C:17]1[C:21]2[CH:22]=[C:23]([CH2:26][O:27][C:28]3[CH:29]=[CH:30][C:31]([C@@H:34]([C:41]#[C:42][CH3:43])[CH2:35][C:36]([OH:38])=[O:37])=[CH:32][CH:33]=3)[CH:24]=[CH:25][C:20]=2[S:19][CH:18]=1.